From a dataset of Catalyst prediction with 721,799 reactions and 888 catalyst types from USPTO. Predict which catalyst facilitates the given reaction. (1) Reactant: Cl.[C@H:2]12[CH2:8][C@H:5]([NH:6][CH2:7]1)[CH2:4][N:3]2[C:9](=[O:11])[CH3:10].C([O-])([O-])=O.[K+].[K+].Cl[CH2:19][C:20]1[C:24]2[CH:25]=[CH:26][C:27]([O:29]C(=O)C)=[CH:28][C:23]=2[O:22][CH:21]=1. Product: [OH:29][C:27]1[CH:26]=[CH:25][C:24]2[C:20]([CH2:19][N:6]3[CH2:7][C@@H:2]4[CH2:8][C@H:5]3[CH2:4][N:3]4[C:9](=[O:11])[CH3:10])=[CH:21][O:22][C:23]=2[CH:28]=1. The catalyst class is: 23. (2) Reactant: Cl[C:2]1C=C(C=C[CH:11]=1)C(OO)=O.C(S[C:15]1[S:19][CH:18]=[N:17][C:16]=1[C:20]1[N:32]([CH3:33])[C:23]2=[N:24][CH:25]=[C:26]([C:28]([F:31])([F:30])[F:29])[CH:27]=[C:22]2[N:21]=1)C.[S:34]([O-:38])([O-])(=[O:36])=S.[Na+].[Na+]. Product: [CH2:2]([S:34]([C:15]1[S:19][CH:18]=[N:17][C:16]=1[C:20]1[N:32]([CH3:33])[C:23]2=[N:24][CH:25]=[C:26]([C:28]([F:31])([F:29])[F:30])[CH:27]=[C:22]2[N:21]=1)(=[O:38])=[O:36])[CH3:11]. The catalyst class is: 22. (3) Reactant: [F:1][C:2]1[CH:20]=[C:19]([F:21])[CH:18]=[CH:17][C:3]=1[O:4][C:5]1[C:6](O)=[N:7][C:8]([CH2:11][S:12]([CH3:15])(=[O:14])=[O:13])=[N:9][CH:10]=1.O=P(Cl)(Cl)[Cl:24]. Product: [Cl:24][C:6]1[C:5]([O:4][C:3]2[CH:17]=[CH:18][C:19]([F:21])=[CH:20][C:2]=2[F:1])=[CH:10][N:9]=[C:8]([CH2:11][S:12]([CH3:15])(=[O:14])=[O:13])[N:7]=1. The catalyst class is: 23. (4) Reactant: [OH:1][CH:2]1[CH2:6][CH2:5][O:4][CH2:3]1.[CH3:7][S:8](Cl)(=[O:10])=[O:9].C(N(CC)CC)C. Product: [CH3:7][S:8]([O:1][CH:2]1[CH2:6][CH2:5][O:4][CH2:3]1)(=[O:10])=[O:9]. The catalyst class is: 2. (5) Reactant: C([O:3][C:4](=[O:17])[C:5]([S:8][C:9]1[CH:14]=[CH:13][CH:12]=[C:11]([F:15])[C:10]=1[F:16])([CH3:7])[CH3:6])C.C[Si](C)(C)[O-].[K+]. Product: [F:16][C:10]1[C:11]([F:15])=[CH:12][CH:13]=[CH:14][C:9]=1[S:8][C:5]([CH3:7])([CH3:6])[C:4]([OH:17])=[O:3]. The catalyst class is: 1.